From a dataset of Catalyst prediction with 721,799 reactions and 888 catalyst types from USPTO. Predict which catalyst facilitates the given reaction. (1) Reactant: [CH:1]1([CH2:6][C:7]([O:9][CH3:10])=[O:8])[CH2:5][CH2:4][CH2:3][CH2:2]1.[Cl:11][C:12]1[CH:19]=[CH:18][C:15]([CH2:16]Br)=[CH:14][CH:13]=1.C[Si]([N-][Si](C)(C)C)(C)C.[Na+]. Product: [Cl:11][C:12]1[CH:19]=[CH:18][C:15]([CH2:16][CH:6]([CH:1]2[CH2:5][CH2:4][CH2:3][CH2:2]2)[C:7]([O:9][CH3:10])=[O:8])=[CH:14][CH:13]=1. The catalyst class is: 1. (2) Product: [Cl:22][C:9]1[CH:18]=[CH:17][C:16]([CH3:19])=[C:15]2[C:10]=1[C:11](=[O:21])[CH:12]=[C:13]([CH3:20])[O:14]2. Reactant: N(OC(C)(C)C)=O.N[C:9]1[CH:18]=[CH:17][C:16]([CH3:19])=[C:15]2[C:10]=1[C:11](=[O:21])[CH:12]=[C:13]([CH3:20])[O:14]2.[ClH:22]. The catalyst class is: 879. (3) Reactant: I[C:2]1[CH:7]=[CH:6][CH:5]=[CH:4][C:3]=1[N+:8]([O-:10])=[O:9].[NH2:11][C:12]1[CH:17]=[CH:16][C:15]([C:18]([C:20]2[CH:25]=[CH:24][C:23]([O:26][CH2:27][CH2:28][O:29][CH:30]3[CH2:35][CH2:34][CH2:33][CH2:32][O:31]3)=[CH:22][C:21]=2[CH3:36])=[O:19])=[C:14]([Cl:37])[CH:13]=1.C1C=CC(P(C2C=CC3C(=CC=CC=3)C=2C2C3C(=CC=CC=3)C=CC=2P(C2C=CC=CC=2)C2C=CC=CC=2)C2C=CC=CC=2)=CC=1.CCOC(C)=O. Product: [Cl:37][C:14]1[CH:13]=[C:12]([NH:11][C:2]2[CH:7]=[CH:6][CH:5]=[CH:4][C:3]=2[N+:8]([O-:10])=[O:9])[CH:17]=[CH:16][C:15]=1[C:18]([C:20]1[CH:25]=[CH:24][C:23]([O:26][CH2:27][CH2:28][O:29][CH:30]2[CH2:35][CH2:34][CH2:33][CH2:32][O:31]2)=[CH:22][C:21]=1[CH3:36])=[O:19]. The catalyst class is: 488. (4) Reactant: Br[C:2]1[CH:3]=[N:4][CH:5]=[C:6]([F:8])[CH:7]=1.C([Mg]Cl)(C)C.[O:14]=[C:15]1[CH2:19][CH2:18][CH2:17][N:16]1[C:20]([O:22][C:23]([CH3:26])([CH3:25])[CH3:24])=[O:21]. Product: [F:8][C:6]1[CH:7]=[C:2]([C:15](=[O:14])[CH2:19][CH2:18][CH2:17][NH:16][C:20](=[O:21])[O:22][C:23]([CH3:24])([CH3:26])[CH3:25])[CH:3]=[N:4][CH:5]=1. The catalyst class is: 1.